Dataset: Reaction yield outcomes from USPTO patents with 853,638 reactions. Task: Predict the reaction yield, written as a fraction of the theoretical maximum amount of product (1.0 means a 100% yield; for example, 0.34 means a 34% yield). The reactants are Cl[C:2]1[CH:7]=[CH:6][N:5]=[CH:4][C:3]=1[N+:8]([O-:10])=[O:9].[NH:11]1[CH2:16][CH2:15][CH2:14][CH2:13][CH2:12]1. The catalyst is C(O)C. The product is [N+:8]([C:3]1[CH:4]=[N:5][CH:6]=[CH:7][C:2]=1[N:11]1[CH2:16][CH2:15][CH2:14][CH2:13][CH2:12]1)([O-:10])=[O:9]. The yield is 0.950.